Dataset: Forward reaction prediction with 1.9M reactions from USPTO patents (1976-2016). Task: Predict the product of the given reaction. (1) Given the reactants [Al+3].[Cl-].[Cl-].[Cl-].[CH3:5][O:6][C:7]1[CH:8]=[C:9]2[C:14](=[C:15]([O:17]C)[CH:16]=1)[C:13](=[O:19])[O:12][CH:11]([CH3:20])[CH2:10]2.O, predict the reaction product. The product is: [OH:17][C:15]1[CH:16]=[C:7]([O:6][CH3:5])[CH:8]=[C:9]2[C:14]=1[C:13](=[O:19])[O:12][CH:11]([CH3:20])[CH2:10]2. (2) Given the reactants CN(C)C=O.[Cl:6][C:7]1[N:15]=[C:14]2[C:10]([N:11]=[CH:12][NH:13]2)=[C:9]([N:16]2[CH2:21][CH2:20][O:19][CH2:18][C@@H:17]2[CH3:22])[N:8]=1.I[CH2:24][CH:25]([CH3:27])[CH3:26].C(=O)([O-])[O-].[K+].[K+], predict the reaction product. The product is: [Cl:6][C:7]1[N:15]=[C:14]2[C:10]([N:11]=[CH:12][N:13]2[CH2:24][CH:25]([CH3:27])[CH3:26])=[C:9]([N:16]2[CH2:21][CH2:20][O:19][CH2:18][C@@H:17]2[CH3:22])[N:8]=1. (3) The product is: [CH3:11][O:10][C:4]1[CH:3]=[C:2]([N:15]2[C@@H:16]([CH3:19])[C@@H:17]([OH:18])[C:13]([F:21])([F:12])[C:14]2=[O:20])[CH:9]=[CH:8][C:5]=1[C:6]#[N:7]. Given the reactants Br[C:2]1[CH:9]=[CH:8][C:5]([C:6]#[N:7])=[C:4]([O:10][CH3:11])[CH:3]=1.[F:12][C:13]1([F:21])[C@H:17]([OH:18])[C@H:16]([CH3:19])[NH:15][C:14]1=[O:20].C1(P(C2C=CC=CC=2)C2C3OC4C(=CC=CC=4P(C4C=CC=CC=4)C4C=CC=CC=4)C(C)(C)C=3C=CC=2)C=CC=CC=1.C(=O)([O-])[O-].[Cs+].[Cs+], predict the reaction product. (4) Given the reactants [Br:1][C:2]1[CH:14]=[C:13]2[C:5]([C:6]3[CH:7]=[CH:8][C:9]([NH2:15])=[CH:10][C:11]=3[CH2:12]2)=[CH:4][CH:3]=1.I[CH2:17][CH3:18].[CH3:19][C:20](C)([O-])C.[K+], predict the reaction product. The product is: [Br:1][C:2]1[CH:14]=[C:13]2[C:5]([C:6]3[CH:7]=[CH:8][C:9]([NH2:15])=[CH:10][C:11]=3[C:12]2([CH2:17][CH3:18])[CH2:19][CH3:20])=[CH:4][CH:3]=1. (5) Given the reactants [NH2:1][C:2]1[C:11]2[C:6](=[CH:7][C:8]([O:14][CH3:15])=[C:9]([O:12][CH3:13])[CH:10]=2)[N:5]=[C:4]([Cl:16])[N:3]=1.[CH3:17][NH:18][CH2:19][CH2:20][C:21]#[N:22].CN(C)P(N(C)C)(N(C)C)=O, predict the reaction product. The product is: [ClH:16].[NH2:1][C:2]1[C:11]2[C:6](=[CH:7][C:8]([O:14][CH3:15])=[C:9]([O:12][CH3:13])[CH:10]=2)[N:5]=[C:4]([N:18]([CH2:19][CH2:20][C:21]#[N:22])[CH3:17])[N:3]=1. (6) Given the reactants [F:1][C:2]([F:27])([F:26])[CH2:3][NH:4][C:5]([C:7]1([CH2:21][CH2:22][CH2:23][CH2:24]Br)[C:20]2[CH:19]=[CH:18][CH:17]=[CH:16][C:15]=2[O:14][C:13]2[C:8]1=[CH:9][CH:10]=[CH:11][CH:12]=2)=[O:6].[Cl:28][C:29]1[CH:38]=[CH:37][CH:36]=[C:35]2[C:30]=1[CH:31]=[CH:32][C:33]([N:39]1[CH2:44][CH2:43][NH:42][CH2:41][CH2:40]1)=[N:34]2, predict the reaction product. The product is: [F:1][C:2]([F:27])([F:26])[CH2:3][NH:4][C:5]([C:7]1([CH2:21][CH2:22][CH2:23][CH2:24][N:42]2[CH2:43][CH2:44][N:39]([C:33]3[CH:32]=[CH:31][C:30]4[C:35](=[CH:36][CH:37]=[CH:38][C:29]=4[Cl:28])[N:34]=3)[CH2:40][CH2:41]2)[C:20]2[CH:19]=[CH:18][CH:17]=[CH:16][C:15]=2[O:14][C:13]2[C:8]1=[CH:9][CH:10]=[CH:11][CH:12]=2)=[O:6].